This data is from Forward reaction prediction with 1.9M reactions from USPTO patents (1976-2016). The task is: Predict the product of the given reaction. (1) Given the reactants [CH:1]1([CH2:4][O:5][C:6]2[N:11]=[C:10]([C:12]([OH:14])=O)[CH:9]=[CH:8][C:7]=2[N:15]2[CH2:18][C:17]([F:20])([F:19])[CH2:16]2)[CH2:3][CH2:2]1.Cl.[CH3:22][C:23]([NH:26][CH2:27][C:28]1[N:32]([CH3:33])[N:31]=[N:30][N:29]=1)([CH3:25])[CH3:24].CN(C(ON1N=NC2C=CC=CC1=2)=[N+](C)C)C.[B-](F)(F)(F)F.CCN(C(C)C)C(C)C, predict the reaction product. The product is: [C:23]([N:26]([CH2:27][C:28]1[N:32]([CH3:33])[N:31]=[N:30][N:29]=1)[C:12]([C:10]1[CH:9]=[CH:8][C:7]([N:15]2[CH2:18][C:17]([F:20])([F:19])[CH2:16]2)=[C:6]([O:5][CH2:4][CH:1]2[CH2:2][CH2:3]2)[N:11]=1)=[O:14])([CH3:25])([CH3:24])[CH3:22]. (2) Given the reactants [CH:1]([N:4]1[C:8]([C:9]2[N:10]=[C:11]3[C:17]4[CH:18]=[C:19]([S:22]([CH:24]5[CH2:29][CH2:28][N:27]([CH:30]([CH3:32])[CH3:31])[CH2:26][CH2:25]5)=[O:23])[CH:20]=[CH:21][C:16]=4[O:15][CH2:14][CH2:13][N:12]3[CH:33]=2)=[N:7][CH:6]=[N:5]1)([CH3:3])[CH3:2].C(O)(C(F)(F)F)=[O:35].C1C=C(Cl)C=C(C(OO)=O)C=1, predict the reaction product. The product is: [CH:1]([N:4]1[C:8]([C:9]2[N:10]=[C:11]3[C:17]4[CH:18]=[C:19]([S:22]([CH:24]5[CH2:25][CH2:26][N:27]([CH:30]([CH3:32])[CH3:31])[CH2:28][CH2:29]5)(=[O:35])=[O:23])[CH:20]=[CH:21][C:16]=4[O:15][CH2:14][CH2:13][N:12]3[CH:33]=2)=[N:7][CH:6]=[N:5]1)([CH3:3])[CH3:2]. (3) Given the reactants [CH3:1][S:2]([NH2:5])(=[O:4])=[O:3].[H-].[Na+].[F:8][C:9]1[CH:10]=[C:11]([CH:24]2[C:33]([CH3:35])([CH3:34])[CH2:32][C:31]3[C:26](=[CH:27][CH:28]=[C:29]([C:36](O)=[O:37])[CH:30]=3)[NH:25]2)[CH:12]=[C:13]([N:15]2[CH2:20][CH2:19][N:18]([CH:21]([CH3:23])[CH3:22])[CH2:17][CH2:16]2)[CH:14]=1.C(N1C=CN=C1)(N1C=CN=C1)=O, predict the reaction product. The product is: [F:8][C:9]1[CH:10]=[C:11]([CH:24]2[C:33]([CH3:35])([CH3:34])[CH2:32][C:31]3[C:26](=[CH:27][CH:28]=[C:29]([C:36]([NH:5][S:2]([CH3:1])(=[O:4])=[O:3])=[O:37])[CH:30]=3)[NH:25]2)[CH:12]=[C:13]([N:15]2[CH2:16][CH2:17][N:18]([CH:21]([CH3:22])[CH3:23])[CH2:19][CH2:20]2)[CH:14]=1. (4) Given the reactants [S:1]1[CH:5]=[CH:4][C:3]([C:6]2[CH:11]=[CH:10][N:9]3[C:12]([C:15]4[CH:22]=[CH:21][C:18]([C:19]#[N:20])=[CH:17][CH:16]=4)=[CH:13][N:14]=[C:8]3[CH:7]=2)=[CH:2]1.S(C)C.[OH-].[Na+], predict the reaction product. The product is: [S:1]1[CH:5]=[CH:4][C:3]([C:6]2[CH:11]=[CH:10][N:9]3[C:12]([C:15]4[CH:22]=[CH:21][C:18]([CH2:19][NH2:20])=[CH:17][CH:16]=4)=[CH:13][N:14]=[C:8]3[CH:7]=2)=[CH:2]1. (5) Given the reactants [CH3:1][O:2][CH2:3][CH2:4][O:5][C:6]1[CH:11]=[CH:10][C:9]([C:12]2[C:16]3[CH:17]=[C:18]([CH2:21]O)[CH:19]=[CH:20][C:15]=3[S:14][CH:13]=2)=[C:8]([CH3:23])[CH:7]=1.P(Br)(Br)[Br:25], predict the reaction product. The product is: [Br:25][CH2:21][C:18]1[CH:19]=[CH:20][C:15]2[S:14][CH:13]=[C:12]([C:9]3[CH:10]=[CH:11][C:6]([O:5][CH2:4][CH2:3][O:2][CH3:1])=[CH:7][C:8]=3[CH3:23])[C:16]=2[CH:17]=1. (6) Given the reactants [O:1]1[C:5]([C:6]2[CH:11]=[CH:10][C:9]([NH:12][NH2:13])=[CH:8][CH:7]=2)=[CH:4][N:3]=[CH:2]1.[CH3:14][O:15][C:16](=[O:25])[C:17]([C:19]1[CH:24]=[CH:23][CH:22]=[CH:21][CH:20]=1)=O, predict the reaction product. The product is: [CH3:14][O:15][C:16](=[O:25])[CH2:17][CH:19]1[CH:20]=[CH:21][CH:22]=[CH:23][C:24]1=[N:13][NH:12][C:9]1[CH:8]=[CH:7][C:6]([C:5]2[O:1][CH:2]=[N:3][CH:4]=2)=[CH:11][CH:10]=1. (7) Given the reactants [F:1][C:2]1[CH:3]=[C:4]([C:10](=[O:13])[CH2:11][CH3:12])[CH:5]=[CH:6][C:7]=1[O:8]C.C([O-])([O-])=O.[Na+].[Na+], predict the reaction product. The product is: [F:1][C:2]1[CH:3]=[C:4]([C:10](=[O:13])[CH2:11][CH3:12])[CH:5]=[CH:6][C:7]=1[OH:8].